This data is from Peptide-MHC class II binding affinity with 134,281 pairs from IEDB. The task is: Regression. Given a peptide amino acid sequence and an MHC pseudo amino acid sequence, predict their binding affinity value. This is MHC class II binding data. (1) The peptide sequence is ASIIRLVGAVLAEQH. The MHC is DRB4_0101 with pseudo-sequence DRB4_0103. The binding affinity (normalized) is 0.655. (2) The peptide sequence is AFKVAATCANAAPAN. The MHC is DRB1_0701 with pseudo-sequence DRB1_0701. The binding affinity (normalized) is 0.659. (3) The peptide sequence is GELQIVDKIFAAFKI. The MHC is DRB1_0701 with pseudo-sequence DRB1_0701. The binding affinity (normalized) is 0.571. (4) The peptide sequence is EEDIEIKPIQEEEY. The MHC is HLA-DQA10401-DQB10402 with pseudo-sequence HLA-DQA10401-DQB10402. The binding affinity (normalized) is 0.862. (5) The peptide sequence is EKKYFAATQFEPLAE. The MHC is DRB1_0701 with pseudo-sequence DRB1_0701. The binding affinity (normalized) is 0.735. (6) The peptide sequence is KGGRKPARLIVYPDLGSRVC. The MHC is DRB1_0404 with pseudo-sequence DRB1_0404. The binding affinity (normalized) is 0.590. (7) The peptide sequence is RSHDVLTVQFLILGM. The MHC is DRB1_0404 with pseudo-sequence DRB1_0404. The binding affinity (normalized) is 0.221.